Dataset: Catalyst prediction with 721,799 reactions and 888 catalyst types from USPTO. Task: Predict which catalyst facilitates the given reaction. (1) Reactant: [N:1]([O-])=O.[Na+].[I:5][C:6]1[CH:7]=[C:8]([CH:10]=[CH:11][CH:12]=1)[NH2:9].O.O.[Sn](Cl)Cl. Product: [I:5][C:6]1[CH:7]=[C:8]([NH:9][NH2:1])[CH:10]=[CH:11][CH:12]=1. The catalyst class is: 223. (2) Reactant: [NH2:1][C:2]1[CH:7]=[CH:6][N:5]=[CH:4][C:3]=1I.CC1C=CC(S(O)(=O)=O)=CC=1.N#N.C(O[Si](OCC)(OCC)OCC)C.O=[C:36]1[CH2:40][CH2:39][CH2:38][CH:37]1[CH2:41][C:42]([O:44][CH2:45][CH3:46])=[O:43].CCN(C(C)C)C(C)C.[NH4+].[Cl-].CCOC(C)=O. Product: [CH:4]1[C:3]2[C:40]3[CH2:39][CH2:38][CH:37]([CH2:41][C:42]([O:44][CH2:45][CH3:46])=[O:43])[C:36]=3[NH:1][C:2]=2[CH:7]=[CH:6][N:5]=1. The catalyst class is: 416. (3) Reactant: [CH3:1][O:2][C:3]([C:5]1[S:6][C:7]([C:11]2[CH:16]=[CH:15][C:14]([Cl:17])=[CH:13][CH:12]=2)=[CH:8][C:9]=1Br)=[O:4].[CH3:18][Si:19]([C:22]#[CH:23])([CH3:21])[CH3:20].C1C=CC(P(C2C=CC=CC=2)C2C=CC=CC=2)=CC=1.C(NC(C)C)(C)C. Product: [CH3:1][O:2][C:3]([C:5]1[S:6][C:7]([C:11]2[CH:16]=[CH:15][C:14]([Cl:17])=[CH:13][CH:12]=2)=[CH:8][C:9]=1[C:23]#[C:22][Si:19]([CH3:21])([CH3:20])[CH3:18])=[O:4]. The catalyst class is: 233. (4) Reactant: [CH3:1][O:2][C:3](=[O:14])[C:4]1[CH:9]=[C:8]([N+:10]([O-])=O)[CH:7]=[CH:6][C:5]=1[OH:13]. Product: [CH3:1][O:2][C:3](=[O:14])[C:4]1[C:5]([OH:13])=[CH:6][CH:7]=[C:8]([NH2:10])[CH:9]=1. The catalyst class is: 19. (5) Product: [C:1]([O:5][C:6]([N:8]1[CH2:13][CH2:12][CH:11]([C:14]([C:15]2[CH:20]=[C:19]([C:21]([F:24])([F:23])[F:22])[CH:18]=[CH:17][C:16]=2[F:25])=[N:28][OH:29])[CH2:10][CH2:9]1)=[O:7])([CH3:4])([CH3:3])[CH3:2]. The catalyst class is: 17. Reactant: [C:1]([O:5][C:6]([N:8]1[CH2:13][CH2:12][CH:11]([C:14](=O)[C:15]2[CH:20]=[C:19]([C:21]([F:24])([F:23])[F:22])[CH:18]=[CH:17][C:16]=2[F:25])[CH2:10][CH2:9]1)=[O:7])([CH3:4])([CH3:3])[CH3:2].Cl.[NH2:28][OH:29]. (6) Reactant: C[N:2](C)[CH:3]=[CH:4][C:5]([C:7]1[CH:8]=[C:9]([C:13]2([CH3:26])[CH2:18][CH2:17][N:16]([CH2:19][CH2:20][CH2:21][CH2:22][CH2:23][CH3:24])[CH2:15][CH:14]2[CH3:25])[CH:10]=[CH:11][CH:12]=1)=O.O.[NH2:29]N. The catalyst class is: 24. Product: [CH2:19]([N:16]1[CH2:17][CH2:18][C:13]([CH3:26])([C:9]2[CH:10]=[CH:11][CH:12]=[C:7]([C:5]3[CH:4]=[CH:3][NH:2][N:29]=3)[CH:8]=2)[CH:14]([CH3:25])[CH2:15]1)[CH2:20][CH2:21][CH2:22][CH2:23][CH3:24].